This data is from Peptide-MHC class I binding affinity with 185,985 pairs from IEDB/IMGT. The task is: Regression. Given a peptide amino acid sequence and an MHC pseudo amino acid sequence, predict their binding affinity value. This is MHC class I binding data. (1) The MHC is HLA-B44:03 with pseudo-sequence HLA-B44:03. The binding affinity (normalized) is 0. The peptide sequence is SGPSNTYPEI. (2) The peptide sequence is YTVKYPNLND. The MHC is Mamu-A01 with pseudo-sequence Mamu-A01. The binding affinity (normalized) is 0.420. (3) The peptide sequence is SLLAPGAKQNV. The MHC is HLA-A02:01 with pseudo-sequence HLA-A02:01. The binding affinity (normalized) is 0.423. (4) The peptide sequence is GYMFESKSMK. The MHC is HLA-A31:01 with pseudo-sequence HLA-A31:01. The binding affinity (normalized) is 0.523. (5) The binding affinity (normalized) is 0.301. The peptide sequence is DTCGASINIT. The MHC is HLA-A68:02 with pseudo-sequence HLA-A68:02. (6) The peptide sequence is RPKQRRPQGL. The MHC is HLA-B53:01 with pseudo-sequence HLA-B53:01. The binding affinity (normalized) is 0. (7) The peptide sequence is YTDLTYQSF. The MHC is HLA-A31:01 with pseudo-sequence HLA-A31:01. The binding affinity (normalized) is 0.0847.